This data is from Cav3 T-type calcium channel HTS with 100,875 compounds. The task is: Binary Classification. Given a drug SMILES string, predict its activity (active/inactive) in a high-throughput screening assay against a specified biological target. (1) The molecule is o1c2c(c(OC(=O)c3occc3)cc(c2)C)c(cc1=O)C. The result is 0 (inactive). (2) The compound is Clc1ccc(c2nc(ncc2c2n(nnn2)c2ccc(Cl)cc2)N)cc1. The result is 0 (inactive).